This data is from Reaction yield outcomes from USPTO patents with 853,638 reactions. The task is: Predict the reaction yield, written as a fraction of the theoretical maximum amount of product (1.0 means a 100% yield; for example, 0.34 means a 34% yield). (1) The reactants are [Br:1]Br.[Cl:3][C:4]1[CH:5]=[C:6]2[CH:12]=[CH:11][NH:10][C:7]2=[N:8][CH:9]=1.O. The catalyst is C(Cl)(Cl)Cl. The product is [Br:1][C:12]1[C:6]2[C:7](=[N:8][CH:9]=[C:4]([Cl:3])[CH:5]=2)[NH:10][CH:11]=1. The yield is 0.690. (2) The reactants are [OH-].[K+].[N:3]1[CH:8]=[CH:7][CH:6]=[CH:5][C:4]=1[CH2:9][OH:10].[S:11](Cl)([C:14]1[CH:20]=[CH:19][C:17]([CH3:18])=[CH:16][CH:15]=1)(=[O:13])=[O:12]. The catalyst is C1COCC1. The product is [N:3]1[CH:8]=[CH:7][CH:6]=[CH:5][C:4]=1[CH2:9][O:10][S:11]([C:14]1[CH:20]=[CH:19][C:17]([CH3:18])=[CH:16][CH:15]=1)(=[O:13])=[O:12]. The yield is 0.850. (3) The reactants are [CH3:1][CH2:2][O:3][C:4]([C:6]1[CH:11]([C:12]2[CH:13]=[CH:14][CH:15]=[CH:16][C:17]=2[Cl:18])[C:10]([C:19]([O:21][CH3:22])=[O:20])=[C:9]([CH3:23])[NH:8][C:7]=1[CH2:24][O:25][CH2:26][CH2:27][NH2:28])=[O:5].[O:29]=[C:30]1[O:34][C@H:33]([C:35]([OH:37])=[O:36])[CH2:32][CH2:31]1. The catalyst is C(OCC)(=O)C. The product is [CH3:1][CH2:2][O:3][C:4]([C:6]1[CH:11]([C:12]2[CH:13]=[CH:14][CH:15]=[CH:16][C:17]=2[Cl:18])[C:10]([C:19]([O:21][CH3:22])=[O:20])=[C:9]([CH3:23])[NH:8][C:7]=1[CH2:24][O:25][CH2:26][CH2:27][NH2:28])=[O:5].[O:29]=[C:30]1[O:34][C@H:33]([C:35]([O-:37])=[O:36])[CH2:32][CH2:31]1. The yield is 0.920.